This data is from Forward reaction prediction with 1.9M reactions from USPTO patents (1976-2016). The task is: Predict the product of the given reaction. (1) Given the reactants [F:1][C:2]1[N:7]=[CH:6][C:5](B(O)O)=[CH:4][C:3]=1[CH3:11].FC(F)(F)S(O[C:18]1[CH:27]=[CH:26][CH:25]=[C:24]2[C:19]=1[CH2:20][C@H:21]([N:28]([CH2:36][C:37]1[CH:42]=[CH:41][CH:40]=[CH:39][CH:38]=1)[CH2:29][C:30]1[CH:35]=[CH:34][CH:33]=[CH:32][CH:31]=1)[CH2:22][O:23]2)(=O)=O, predict the reaction product. The product is: [CH2:36]([N:28]([CH2:29][C:30]1[CH:35]=[CH:34][CH:33]=[CH:32][CH:31]=1)[C@H:21]1[CH2:20][C:19]2[C:24](=[CH:25][CH:26]=[CH:27][C:18]=2[C:5]2[CH:6]=[N:7][C:2]([F:1])=[C:3]([CH3:11])[CH:4]=2)[O:23][CH2:22]1)[C:37]1[CH:38]=[CH:39][CH:40]=[CH:41][CH:42]=1. (2) Given the reactants [NH2:1][C:2]1[CH:3]=[N:4][C:5]2[C:10]([C:11]=1[NH:12][CH2:13][C:14]1([OH:19])[CH2:18][CH2:17][CH2:16][CH2:15]1)=[CH:9][CH:8]=[CH:7][CH:6]=2.C(N(CC)CC)C.[CH2:27]([O:29][CH2:30][C:31](Cl)=O)[CH3:28], predict the reaction product. The product is: [CH2:27]([O:29][CH2:30][C:31]1[N:12]([CH2:13][C:14]2([OH:19])[CH2:18][CH2:17][CH2:16][CH2:15]2)[C:11]2[C:10]3[CH:9]=[CH:8][CH:7]=[CH:6][C:5]=3[N:4]=[CH:3][C:2]=2[N:1]=1)[CH3:28]. (3) Given the reactants CS(C)=O.C(Cl)(=O)C(Cl)=O.[F:11][C:12]1[CH:39]=[CH:38][C:15]([CH2:16][N:17]2[CH2:21][CH2:20][CH:19]([N:22]3[CH2:27][CH2:26][C@@H:25]([C:28]4[CH:33]=[CH:32][C:31]([O:34][CH3:35])=[CH:30][CH:29]=4)[C@H:24]([OH:36])[CH2:23]3)[C:18]2=[O:37])=[CH:14][CH:13]=1.C(N(CC)CC)C, predict the reaction product. The product is: [F:11][C:12]1[CH:39]=[CH:38][C:15]([CH2:16][N:17]2[CH2:21][CH2:20][CH:19]([N:22]3[CH2:27][CH2:26][CH:25]([C:28]4[CH:33]=[CH:32][C:31]([O:34][CH3:35])=[CH:30][CH:29]=4)[C:24](=[O:36])[CH2:23]3)[C:18]2=[O:37])=[CH:14][CH:13]=1. (4) The product is: [CH3:9][O:10][C:11]1[CH:12]=[C:13]2[C:17](=[CH:18][CH:19]=1)[C:16](=[N:3][OH:2])[C:15]1([CH2:28][C:27]3[C:22](=[CH:23][CH:24]=[C:25]([O:29][CH3:30])[CH:26]=3)[CH2:21]1)[CH2:14]2. Given the reactants Cl.[OH:2][NH2:3].C([O-])(=O)C.[Na+].[CH3:9][O:10][C:11]1[CH:12]=[C:13]2[C:17](=[CH:18][CH:19]=1)[C:16](=O)[C:15]1([CH2:28][C:27]3[C:22](=[CH:23][CH:24]=[C:25]([O:29][CH3:30])[CH:26]=3)[CH2:21]1)[CH2:14]2, predict the reaction product. (5) The product is: [ClH:27].[NH2:17][CH2:16][CH2:15][C:14]1[CH:13]=[CH:12][C:11]([C:6]2[C:7](=[O:9])[NH:8][C:3](=[O:2])[NH:4][CH:5]=2)=[CH:26][CH:25]=1. Given the reactants C[O:2][C:3]1[N:8]=[C:7]([O:9]C)[C:6]([C:11]2[CH:26]=[CH:25][C:14]([CH2:15][CH2:16][NH:17]C(=O)OC(C)(C)C)=[CH:13][CH:12]=2)=[CH:5][N:4]=1.[ClH:27], predict the reaction product. (6) The product is: [OH:3][CH:1]([C:4]1[NH:14][C:7]2=[N:8][CH:9]=[C:10]([CH:12]=[O:26])[CH:11]=[C:6]2[CH:5]=1)[CH3:2]. Given the reactants [C:1]([C:4]1[NH:14][C:7]2=[N:8][CH:9]=[C:10]([C:12]#N)[CH:11]=[C:6]2[CH:5]=1)(=[O:3])[CH3:2].CC(C[AlH]CC(C)C)C.CO.[OH:26]S(O)(=O)=O, predict the reaction product.